Dataset: Peptide-MHC class I binding affinity with 185,985 pairs from IEDB/IMGT. Task: Regression. Given a peptide amino acid sequence and an MHC pseudo amino acid sequence, predict their binding affinity value. This is MHC class I binding data. (1) The peptide sequence is TPVMSRFAA. The MHC is HLA-A68:02 with pseudo-sequence HLA-A68:02. The binding affinity (normalized) is 0.0847. (2) The peptide sequence is TPALAARGF. The MHC is HLA-A30:01 with pseudo-sequence HLA-A30:01. The binding affinity (normalized) is 0.0847.